From a dataset of Catalyst prediction with 721,799 reactions and 888 catalyst types from USPTO. Predict which catalyst facilitates the given reaction. (1) Reactant: [CH3:1][O:2][C:3](=[O:28])[C@H:4]([CH2:18][C:19]1[CH:24]=[CH:23][C:22]([N+:25]([O-])=O)=[CH:21][CH:20]=1)[N:5]([C:7]([C:9]1([CH2:14][CH2:15][O:16][CH3:17])[CH2:13][CH2:12][CH2:11][CH2:10]1)=[O:8])[CH3:6].[Cl-].[NH4+].CO. Product: [CH3:1][O:2][C:3](=[O:28])[C@H:4]([CH2:18][C:19]1[CH:20]=[CH:21][C:22]([NH2:25])=[CH:23][CH:24]=1)[N:5]([CH3:6])[C:7]([C:9]1([CH2:14][CH2:15][O:16][CH3:17])[CH2:10][CH2:11][CH2:12][CH2:13]1)=[O:8]. The catalyst class is: 739. (2) Reactant: [C:1]([O:5][C:6]([NH:8][S:9](N1C=CC(=[N+](C)C)C=C1)(=[O:11])=[O:10])=[O:7])([CH3:4])([CH3:3])[CH3:2].[NH2:21][CH2:22][C:23]1[CH:28]=[CH:27][C:26]([CH:29]([CH3:35])[C:30]([O:32][CH2:33][CH3:34])=[O:31])=[CH:25][CH:24]=1. Product: [C:1]([O:5][C:6]([NH:8][S:9]([NH:21][CH2:22][C:23]1[CH:24]=[CH:25][C:26]([CH:29]([CH3:35])[C:30]([O:32][CH2:33][CH3:34])=[O:31])=[CH:27][CH:28]=1)(=[O:11])=[O:10])=[O:7])([CH3:4])([CH3:2])[CH3:3]. The catalyst class is: 46.